The task is: Regression. Given two drug SMILES strings and cell line genomic features, predict the synergy score measuring deviation from expected non-interaction effect.. This data is from NCI-60 drug combinations with 297,098 pairs across 59 cell lines. (1) Drug 1: CC1=C2C(C(=O)C3(C(CC4C(C3C(C(C2(C)C)(CC1OC(=O)C(C(C5=CC=CC=C5)NC(=O)OC(C)(C)C)O)O)OC(=O)C6=CC=CC=C6)(CO4)OC(=O)C)OC)C)OC. Drug 2: C1=CN(C=N1)CC(O)(P(=O)(O)O)P(=O)(O)O. Cell line: MDA-MB-231. Synergy scores: CSS=20.4, Synergy_ZIP=-9.89, Synergy_Bliss=-11.4, Synergy_Loewe=-33.4, Synergy_HSA=-9.99. (2) Drug 1: C1CN(P(=O)(OC1)NCCCl)CCCl. Cell line: SF-295. Synergy scores: CSS=9.15, Synergy_ZIP=-3.62, Synergy_Bliss=-4.36, Synergy_Loewe=-11.3, Synergy_HSA=-2.82. Drug 2: C(CCl)NC(=O)N(CCCl)N=O. (3) Drug 1: C1=C(C(=O)NC(=O)N1)N(CCCl)CCCl. Drug 2: CNC(=O)C1=NC=CC(=C1)OC2=CC=C(C=C2)NC(=O)NC3=CC(=C(C=C3)Cl)C(F)(F)F. Cell line: NCIH23. Synergy scores: CSS=47.2, Synergy_ZIP=-2.72, Synergy_Bliss=-4.09, Synergy_Loewe=-6.21, Synergy_HSA=-1.73. (4) Drug 1: CC12CCC(CC1=CCC3C2CCC4(C3CC=C4C5=CN=CC=C5)C)O. Drug 2: C1CCC(CC1)NC(=O)N(CCCl)N=O. Cell line: LOX IMVI. Synergy scores: CSS=45.0, Synergy_ZIP=-9.49, Synergy_Bliss=-6.22, Synergy_Loewe=-4.90, Synergy_HSA=-1.29. (5) Drug 1: CC1=C(C(=CC=C1)Cl)NC(=O)C2=CN=C(S2)NC3=CC(=NC(=N3)C)N4CCN(CC4)CCO. Drug 2: C1=CN(C=N1)CC(O)(P(=O)(O)O)P(=O)(O)O. Cell line: SF-268. Synergy scores: CSS=15.0, Synergy_ZIP=-2.30, Synergy_Bliss=5.04, Synergy_Loewe=-0.832, Synergy_HSA=2.77. (6) Drug 1: CC1C(C(=O)NC(C(=O)N2CCCC2C(=O)N(CC(=O)N(C(C(=O)O1)C(C)C)C)C)C(C)C)NC(=O)C3=C4C(=C(C=C3)C)OC5=C(C(=O)C(=C(C5=N4)C(=O)NC6C(OC(=O)C(N(C(=O)CN(C(=O)C7CCCN7C(=O)C(NC6=O)C(C)C)C)C)C(C)C)C)N)C. Drug 2: C1=NC2=C(N1)C(=S)N=CN2. Cell line: A498. Synergy scores: CSS=18.5, Synergy_ZIP=-10.6, Synergy_Bliss=-4.07, Synergy_Loewe=-10.2, Synergy_HSA=-2.41. (7) Drug 1: CC(C)(C#N)C1=CC(=CC(=C1)CN2C=NC=N2)C(C)(C)C#N. Drug 2: C(CN)CNCCSP(=O)(O)O. Cell line: HOP-62. Synergy scores: CSS=-4.67, Synergy_ZIP=3.97, Synergy_Bliss=1.51, Synergy_Loewe=-4.06, Synergy_HSA=-4.21. (8) Synergy scores: CSS=24.4, Synergy_ZIP=-9.12, Synergy_Bliss=-1.46, Synergy_Loewe=-3.01, Synergy_HSA=-2.03. Drug 2: CC12CCC3C(C1CCC2O)C(CC4=C3C=CC(=C4)O)CCCCCCCCCS(=O)CCCC(C(F)(F)F)(F)F. Drug 1: CC1C(C(CC(O1)OC2CC(CC3=C2C(=C4C(=C3O)C(=O)C5=C(C4=O)C(=CC=C5)OC)O)(C(=O)CO)O)N)O.Cl. Cell line: RXF 393. (9) Drug 1: CN(C)C1=NC(=NC(=N1)N(C)C)N(C)C. Drug 2: B(C(CC(C)C)NC(=O)C(CC1=CC=CC=C1)NC(=O)C2=NC=CN=C2)(O)O. Cell line: UO-31. Synergy scores: CSS=-1.45, Synergy_ZIP=-0.962, Synergy_Bliss=-4.42, Synergy_Loewe=-9.96, Synergy_HSA=-6.00. (10) Drug 1: CNC(=O)C1=NC=CC(=C1)OC2=CC=C(C=C2)NC(=O)NC3=CC(=C(C=C3)Cl)C(F)(F)F. Drug 2: C1CN(CCN1C(=O)CCBr)C(=O)CCBr. Cell line: SK-MEL-2. Synergy scores: CSS=36.7, Synergy_ZIP=-4.64, Synergy_Bliss=-2.05, Synergy_Loewe=5.50, Synergy_HSA=5.99.